Dataset: Full USPTO retrosynthesis dataset with 1.9M reactions from patents (1976-2016). Task: Predict the reactants needed to synthesize the given product. (1) Given the product [F:6][C:7]1[CH:14]=[CH:13][C:10]([CH2:11][C:16]2([OH:15])[CH2:17][CH2:18][N:19]([C:22]([O:24][C:25]([CH3:27])([CH3:26])[CH3:28])=[O:23])[CH2:20][CH2:21]2)=[CH:9][CH:8]=1, predict the reactants needed to synthesize it. The reactants are: [Mg].BrCCBr.[F:6][C:7]1[CH:14]=[CH:13][C:10]([CH2:11]Cl)=[CH:9][CH:8]=1.[O:15]=[C:16]1[CH2:21][CH2:20][N:19]([C:22]([O:24][C:25]([CH3:28])([CH3:27])[CH3:26])=[O:23])[CH2:18][CH2:17]1. (2) The reactants are: [Br:1][C:2]1[CH:29]=[CH:28][C:27]([F:30])=[CH:26][C:3]=1[O:4][CH:5]1[CH2:10][CH2:9][N:8]([C:11]2[N:16]=[CH:15][C:14]([C:17]3[N:18]=[N:19][N:20]([CH2:22][C:23]([O-:25])=[O:24])[N:21]=3)=[CH:13][N:12]=2)[CH2:7][CH2:6]1.[OH-].[Na+]. Given the product [Br:1][C:2]1[CH:29]=[CH:28][C:27]([F:30])=[CH:26][C:3]=1[O:4][CH:5]1[CH2:10][CH2:9][N:8]([C:11]2[N:12]=[CH:13][C:14]([C:17]3[N:18]=[N:19][N:20]([CH2:22][C:23]([OH:25])=[O:24])[N:21]=3)=[CH:15][N:16]=2)[CH2:7][CH2:6]1, predict the reactants needed to synthesize it. (3) The reactants are: [Cl:1][C:2]1[CH:3]=[CH:4][C:5]([CH2:17][CH3:18])=[C:6]([C:8]2[NH:9][CH:10]=[CH:11][C:12]=2[C:13]([O:15][CH3:16])=[O:14])[CH:7]=1.CN(C=O)C.[C:24]1([S:30](Cl)(=[O:32])=[O:31])[CH:29]=[CH:28][CH:27]=[CH:26][CH:25]=1.O. Given the product [Cl:1][C:2]1[CH:3]=[CH:4][C:5]([CH2:17][CH3:18])=[C:6]([C:8]2[N:9]([S:30]([C:24]3[CH:29]=[CH:28][CH:27]=[CH:26][CH:25]=3)(=[O:32])=[O:31])[CH:10]=[CH:11][C:12]=2[C:13]([O:15][CH3:16])=[O:14])[CH:7]=1, predict the reactants needed to synthesize it. (4) Given the product [N+:1]([C:4]1[CH:10]=[CH:9][CH:8]=[C:7]2[C:5]=1[NH:6][CH:19]=[C:15]([C:16]([OH:18])=[O:17])[C:14]2=[O:13])([O-:3])=[O:2], predict the reactants needed to synthesize it. The reactants are: [N+:1]([C:4]1[CH:10]=[CH:9][CH:8]=[CH:7][C:5]=1[NH2:6])([O-:3])=[O:2].C([O:13][CH:14]=[C:15]([C:19](O)=O)[C:16]([OH:18])=[O:17])C.C(OCC)C. (5) Given the product [CH2:1]([C@H:8]1[CH2:12][O:11][C:10](=[O:13])[N:9]1[C:14](=[O:29])[CH2:15][C@@H:16]([C:22]1[CH:27]=[CH:26][C:25]([O:28][CH2:31][C:32]2[CH:33]=[C:34]([B:38]([OH:40])[OH:39])[CH:35]=[CH:36][CH:37]=2)=[CH:24][CH:23]=1)[C:17]1[CH:21]=[CH:20][O:19][N:18]=1)[C:2]1[CH:7]=[CH:6][CH:5]=[CH:4][CH:3]=1, predict the reactants needed to synthesize it. The reactants are: [CH2:1]([C@H:8]1[CH2:12][O:11][C:10](=[O:13])[N:9]1[C:14](=[O:29])[CH2:15][C@@H:16]([C:22]1[CH:27]=[CH:26][C:25]([OH:28])=[CH:24][CH:23]=1)[C:17]1[CH:21]=[CH:20][O:19][N:18]=1)[C:2]1[CH:7]=[CH:6][CH:5]=[CH:4][CH:3]=1.Br[CH2:31][C:32]1[CH:33]=[C:34]([B:38]([OH:40])[OH:39])[CH:35]=[CH:36][CH:37]=1.C(=O)([O-])[O-].[Cs+].[Cs+]. (6) Given the product [C:26]1([S:29]([OH:32])(=[O:31])=[O:30])[CH:27]=[CH:28][CH:23]=[CH:24][CH:25]=1.[Br:2][C:3]1[CH:15]=[CH:14][C:6]([CH2:7][CH:8]2[CH2:9][CH2:10][N:11]([CH2:33][CH2:34][C:35]3[CH:36]=[C:37]4[C:42](=[CH:43][CH:44]=3)[O:41][CH2:40][CH2:39][C:38]4=[O:45])[CH2:12][CH2:13]2)=[CH:5][C:4]=1[O:16][CH2:17][CH2:18][O:19][CH3:20], predict the reactants needed to synthesize it. The reactants are: Cl.[Br:2][C:3]1[CH:15]=[CH:14][C:6]([CH2:7][CH:8]2[CH2:13][CH2:12][NH:11][CH2:10][CH2:9]2)=[CH:5][C:4]=1[O:16][CH2:17][CH2:18][O:19][CH3:20].[OH-].[K+].[CH:23]1[CH:28]=[CH:27][C:26]([S:29]([O:32][CH2:33][CH2:34][C:35]2[CH:36]=[C:37]3[C:42](=[CH:43][CH:44]=2)[O:41][CH2:40][CH2:39][C:38]3=[O:45])(=[O:31])=[O:30])=[CH:25][CH:24]=1.P([O-])([O-])(O)=O.[K+].[K+].CN1CCCCC1=O.C1(S(O)(=O)=O)C=CC=CC=1.